This data is from Full USPTO retrosynthesis dataset with 1.9M reactions from patents (1976-2016). The task is: Predict the reactants needed to synthesize the given product. (1) Given the product [S:1]1[C:5]2[CH:6]=[CH:7][CH:8]=[CH:9][C:4]=2[N:3]=[C:2]1[C:10]1[CH:24]=[CH:23][CH:22]=[CH:21][C:11]=1[O:12][C:13]1[N:18]=[CH:17][C:16]([NH:19][S:33]([C:30]2[CH:29]=[CH:28][C:27]([O:26][CH3:25])=[CH:32][CH:31]=2)(=[O:35])=[O:34])=[CH:15][C:14]=1[Cl:20], predict the reactants needed to synthesize it. The reactants are: [S:1]1[C:5]2[CH:6]=[CH:7][CH:8]=[CH:9][C:4]=2[N:3]=[C:2]1[C:10]1[CH:24]=[CH:23][CH:22]=[CH:21][C:11]=1[O:12][C:13]1[N:18]=[CH:17][C:16]([NH2:19])=[CH:15][C:14]=1[Cl:20].[CH3:25][O:26][C:27]1[CH:32]=[CH:31][C:30]([S:33](Cl)(=[O:35])=[O:34])=[CH:29][CH:28]=1. (2) The reactants are: [ClH:1].C(OCC)C.[CH3:7][N:8]([CH3:36])[C:9]1[CH:10]=[C:11]([CH:33]=[CH:34][CH:35]=1)[CH2:12][CH2:13][N:14]([CH2:16][CH2:17][N:18]1[C:24]2[CH:25]=[CH:26][CH:27]=[CH:28][C:23]=2[CH2:22][O:21][C:20]2[CH:29]=[CH:30][CH:31]=[CH:32][C:19]1=2)[CH3:15]. Given the product [ClH:1].[ClH:1].[CH3:36][N:8]([CH3:7])[C:9]1[CH:10]=[C:11]([CH:33]=[CH:34][CH:35]=1)[CH2:12][CH2:13][N:14]([CH2:16][CH2:17][N:18]1[C:24]2[CH:25]=[CH:26][CH:27]=[CH:28][C:23]=2[CH2:22][O:21][C:20]2[CH:29]=[CH:30][CH:31]=[CH:32][C:19]1=2)[CH3:15], predict the reactants needed to synthesize it. (3) Given the product [N:30]([CH2:2][C:3]1[CH:8]=[CH:7][CH:6]=[C:5]([CH2:9][O:10][C:11]([C:24]2[CH:29]=[CH:28][CH:27]=[CH:26][CH:25]=2)([C:18]2[CH:23]=[CH:22][CH:21]=[CH:20][CH:19]=2)[C:12]2[CH:17]=[CH:16][CH:15]=[CH:14][CH:13]=2)[N:4]=1)=[N+:31]=[N-:32], predict the reactants needed to synthesize it. The reactants are: Br[CH2:2][C:3]1[CH:8]=[CH:7][CH:6]=[C:5]([CH2:9][O:10][C:11]([C:24]2[CH:29]=[CH:28][CH:27]=[CH:26][CH:25]=2)([C:18]2[CH:23]=[CH:22][CH:21]=[CH:20][CH:19]=2)[C:12]2[CH:17]=[CH:16][CH:15]=[CH:14][CH:13]=2)[N:4]=1.[N-:30]=[N+:31]=[N-:32].[Na+].O. (4) Given the product [F:31][C:43]1[CH:44]=[CH:48][C:47]2[C:46]3[CH:5]([Si:4]([CH3:7])([CH3:14])[CH3:6])[C:29]4[C:30](=[CH:51][CH:50]=[CH:49][CH:53]=4)[C:45]=3[N:36]([CH3:37])[C:41]=2[CH:42]=1, predict the reactants needed to synthesize it. The reactants are: [CH3:5][Si:4]([CH3:7])([CH3:6])[N-][Si:4]([CH3:7])([CH3:6])[CH3:5].[K+].S(OS(C(F)(F)F)(=O)=O)([C:14](F)(F)F)(=O)=O.CCO[CH2:29][CH3:30].[F-:31].C([N+:36]([CH2:45][CH2:46][CH2:47][CH3:48])([CH2:41][CH2:42][CH2:43][CH3:44])[CH2:37]CCC)CCC.[CH2:49]1[CH2:53]O[CH2:51][CH2:50]1.